From a dataset of Reaction yield outcomes from USPTO patents with 853,638 reactions. Predict the reaction yield, written as a fraction of the theoretical maximum amount of product (1.0 means a 100% yield; for example, 0.34 means a 34% yield). (1) The reactants are [CH3:1][O:2][C:3]([C:5]1[S:6][C:7]([C:11]#[C:12][C:13]([CH3:16])([CH3:15])[CH3:14])=[CH:8][C:9]=1I)=[O:4].[CH3:17][N:18]([C:20]1[CH:25]=[CH:24][CH:23]=[CH:22][N:21]=1)[NH2:19].C([O-])([O-])=O.[K+].[K+]. The catalyst is CN(C=O)C.C(OCC)(=O)C.[Cu]I. The product is [CH3:1][O:2][C:3]([C:5]1[S:6][C:7]([C:11]#[C:12][C:13]([CH3:16])([CH3:15])[CH3:14])=[CH:8][C:9]=1[NH:19][N:18]([CH3:17])[C:20]1[CH:25]=[CH:24][CH:23]=[CH:22][N:21]=1)=[O:4]. The yield is 0.500. (2) The reactants are [Br:1][C:2]1[CH:3]=[C:4]([C:9]([O:11][CH3:12])=[O:10])[C:5](=[O:8])[NH:6][CH:7]=1.Br[CH2:14][C:15]1[CH:20]=[CH:19][C:18]([Cl:21])=[CH:17][CH:16]=1. The catalyst is C1COCC1.CN(C=O)C. The product is [Cl:21][C:18]1[CH:19]=[CH:20][C:15]([CH2:14][N:6]2[CH:7]=[C:2]([Br:1])[CH:3]=[C:4]([C:9]([O:11][CH3:12])=[O:10])[C:5]2=[O:8])=[CH:16][CH:17]=1. The yield is 0.900. (3) The reactants are [Cl:1][C:2]1[N:7]=[CH:6][C:5]([OH:8])=[CH:4][N:3]=1.C(=O)([O-])[O-].[K+].[K+].[CH2:15](I)[CH3:16].O. The catalyst is CN(C)C=O. The product is [Cl:1][C:2]1[N:7]=[CH:6][C:5]([O:8][CH2:15][CH3:16])=[CH:4][N:3]=1. The yield is 0.880. (4) The reactants are [CH:1]([C:3]1[CH:4]=[C:5]([CH:10]=[CH:11][C:12]=1[NH2:13])[C:6]([O:8][CH3:9])=[O:7])=O.[NH2:14][C:15](N)=[O:16]. The catalyst is O. The product is [OH:16][C:15]1[N:14]=[CH:1][C:3]2[C:12](=[CH:11][CH:10]=[C:5]([C:6]([O:8][CH3:9])=[O:7])[CH:4]=2)[N:13]=1. The yield is 1.00. (5) The reactants are [CH:1]1([N:4]([CH2:12][CH2:13][CH2:14]O)[C:5](=[O:11])[O:6][C:7]([CH3:10])([CH3:9])[CH3:8])[CH2:3][CH2:2]1.C1(P(C2C=CC=CC=2)C2C=CC=CC=2)C=CC=CC=1.O1CCCC1.C(Br)(Br)(Br)[Br:41]. The catalyst is C(OCC)C. The product is [Br:41][CH2:14][CH2:13][CH2:12][N:4]([CH:1]1[CH2:3][CH2:2]1)[C:5](=[O:11])[O:6][C:7]([CH3:10])([CH3:9])[CH3:8]. The yield is 0.590. (6) The reactants are [Cl:1][C:2]1[N:3]=[C:4]([CH3:18])[CH:5]=[C:6]2[C:11]=1[NH:10][CH:9]=[C:8]([C:12]([O:14][CH2:15][CH3:16])=[O:13])[C:7]2=[O:17].[C:19]([O-])([O-])=O.[K+].[K+].IC.O. The catalyst is CN(C=O)C. The product is [Cl:1][C:2]1[N:3]=[C:4]([CH3:18])[CH:5]=[C:6]2[C:11]=1[N:10]([CH3:19])[CH:9]=[C:8]([C:12]([O:14][CH2:15][CH3:16])=[O:13])[C:7]2=[O:17]. The yield is 0.370. (7) The reactants are [CH2:1]([O:8][C:9]1[C:17]2[N:16]=[C:15]([CH3:18])[N:14]([CH3:19])[C:13]=2[CH:12]=[C:11](Br)[CH:10]=1)[C:2]1[CH:7]=[CH:6][CH:5]=[CH:4][CH:3]=1.[C:21]([NH2:24])(=[O:23])[CH3:22].C(=O)([O-])[O-].[Cs+].[Cs+].ClCCl. The catalyst is O1CCOCC1.C1C=CC(/C=C/C(/C=C/C2C=CC=CC=2)=O)=CC=1.C1C=CC(/C=C/C(/C=C/C2C=CC=CC=2)=O)=CC=1.C1C=CC(/C=C/C(/C=C/C2C=CC=CC=2)=O)=CC=1.[Pd].[Pd].CC1(C)C2C(=C(P(C3C=CC=CC=3)C3C=CC=CC=3)C=CC=2)OC2C(P(C3C=CC=CC=3)C3C=CC=CC=3)=CC=CC1=2. The product is [CH2:1]([O:8][C:9]1[C:17]2[N:16]=[C:15]([CH3:18])[N:14]([CH3:19])[C:13]=2[CH:12]=[C:11]([NH:24][C:21](=[O:23])[CH3:22])[CH:10]=1)[C:2]1[CH:7]=[CH:6][CH:5]=[CH:4][CH:3]=1. The yield is 0.620.